This data is from Catalyst prediction with 721,799 reactions and 888 catalyst types from USPTO. The task is: Predict which catalyst facilitates the given reaction. (1) The catalyst class is: 9. Reactant: [CH2:1]([O:3][N:4]=[C:5]([C:7]1[CH:12]=[CH:11][C:10]([S:13]([NH:16][CH2:17][C:18]2[CH:23]=[CH:22][N:21]=[CH:20][CH:19]=2)(=[O:15])=[O:14])=[CH:9][CH:8]=1)[CH3:6])[CH3:2].[H-].[Na+].I[CH3:27].O. Product: [CH2:1]([O:3][N:4]=[C:5]([C:7]1[CH:8]=[CH:9][C:10]([S:13]([N:16]([CH3:27])[CH2:17][C:18]2[CH:23]=[CH:22][N:21]=[CH:20][CH:19]=2)(=[O:15])=[O:14])=[CH:11][CH:12]=1)[CH3:6])[CH3:2]. (2) Reactant: [H-].[Na+].[N:3]1([C:8]2[N:13]=[C:12]([CH2:14][OH:15])[CH:11]=[CH:10][CH:9]=2)[CH2:7][CH2:6][CH2:5][CH2:4]1.Cl[C:17]1[C:26]([CH3:27])=[N:25][C:24]2[C:19](=[CH:20][CH:21]=[CH:22][CH:23]=2)[N:18]=1.O. Product: [CH3:27][C:26]1[C:17]([O:15][CH2:14][C:12]2[CH:11]=[CH:10][CH:9]=[C:8]([N:3]3[CH2:4][CH2:5][CH2:6][CH2:7]3)[N:13]=2)=[N:18][C:19]2[C:24](=[CH:23][CH:22]=[CH:21][CH:20]=2)[N:25]=1. The catalyst class is: 3. (3) Reactant: [CH3:1][O:2][CH:3]1[CH2:22][C:6]2[NH:7][C:8]([C:10]3[C:11]([CH3:21])=[CH:12][C:13]([CH3:20])=[C:14]([CH:19]=3)[C:15]([O:17]C)=[O:16])=[N:9][C:5]=2[CH2:4]1.[OH-].[Na+]. Product: [CH3:1][O:2][CH:3]1[CH2:4][C:5]2[NH:9][C:8]([C:10]3[C:11]([CH3:21])=[CH:12][C:13]([CH3:20])=[C:14]([CH:19]=3)[C:15]([OH:17])=[O:16])=[N:7][C:6]=2[CH2:22]1. The catalyst class is: 24. (4) Product: [F:20][CH:2]([F:1])[CH2:3][N:4]1[C:12]2[C:7](=[N:8][CH:9]=[CH:10][CH:11]=2)[C:6]([C:13]2[CH:18]=[CH:17][C:16]([O:19][C:25]3[N:24]([CH3:23])[C:28]4=[N:29][CH:30]=[CH:31][CH:32]=[C:27]4[N:26]=3)=[CH:15][CH:14]=2)=[N:5]1. Reactant: [F:1][CH:2]([F:20])[CH2:3][N:4]1[C:12]2[C:7](=[N:8][CH:9]=[CH:10][CH:11]=2)[C:6]([C:13]2[CH:18]=[CH:17][C:16]([OH:19])=[CH:15][CH:14]=2)=[N:5]1.[H-].[Na+].[CH3:23][N:24]1[C:28]2=[N:29][CH:30]=[CH:31][CH:32]=[C:27]2[N:26]=[C:25]1S(C)(=O)=O.O. The catalyst class is: 3. (5) Reactant: [CH2:1]([OH:4])[CH2:2][OH:3].O.C1(C)C=CC(S(O)(=O)=O)=CC=1.[Br:17][C:18]1[CH:23]=[CH:22][C:21]([C:24](=O)[CH2:25][CH2:26][CH2:27][N:28]([CH2:31][CH3:32])[CH2:29][CH3:30])=[CH:20][CH:19]=1.C(=O)(O)[O-].[Na+]. Product: [Br:17][C:18]1[CH:19]=[CH:20][C:21]([C:24]2([CH2:25][CH2:26][CH2:27][N:28]([CH2:31][CH3:32])[CH2:29][CH3:30])[O:4][CH2:1][CH2:2][O:3]2)=[CH:22][CH:23]=1. The catalyst class is: 11. (6) Reactant: [N:1]([CH2:4][C:5]1[CH:10]=[CH:9][C:8]([S:11]([NH:14][CH3:15])(=[O:13])=[O:12])=[CH:7][CH:6]=1)=[N+]=[N-].C1CCC=CC=1. Product: [NH2:1][CH2:4][C:5]1[CH:6]=[CH:7][C:8]([S:11]([NH:14][CH3:15])(=[O:13])=[O:12])=[CH:9][CH:10]=1. The catalyst class is: 293.